Dataset: Catalyst prediction with 721,799 reactions and 888 catalyst types from USPTO. Task: Predict which catalyst facilitates the given reaction. (1) Reactant: [OH:1][C:2]([CH3:24])([CH3:23])[CH2:3][CH2:4][O:5][C:6]1[CH:11]=[C:10]([CH3:12])[C:9]([C:13]2[CH:18]=[CH:17][CH:16]=[C:15]([CH:19]=[O:20])[C:14]=2[CH3:21])=[C:8]([CH3:22])[CH:7]=1.C(N(CC)CC)C.[C:32](OC(=O)C)(=[O:34])[CH3:33]. Product: [C:32]([O:1][C:2]([CH3:24])([CH3:23])[CH2:3][CH2:4][O:5][C:6]1[CH:7]=[C:8]([CH3:22])[C:9]([C:13]2[CH:18]=[CH:17][CH:16]=[C:15]([CH:19]=[O:20])[C:14]=2[CH3:21])=[C:10]([CH3:12])[CH:11]=1)(=[O:34])[CH3:33]. The catalyst class is: 112. (2) Reactant: [F:1][C:2]1[CH:7]=[CH:6][C:5]([C:8]2[C:17]([N:18]([CH2:20][CH:21]([CH3:23])[CH3:22])[CH3:19])=[N:16][C:15]3[C:10](=[CH:11][CH:12]=[C:13]([C:24]([O:26]C)=[O:25])[CH:14]=3)[N:9]=2)=[CH:4][CH:3]=1.[OH-].[Na+]. Product: [F:1][C:2]1[CH:3]=[CH:4][C:5]([C:8]2[C:17]([N:18]([CH2:20][CH:21]([CH3:23])[CH3:22])[CH3:19])=[N:16][C:15]3[C:10](=[CH:11][CH:12]=[C:13]([C:24]([OH:26])=[O:25])[CH:14]=3)[N:9]=2)=[CH:6][CH:7]=1. The catalyst class is: 24.